The task is: Predict the reactants needed to synthesize the given product.. This data is from Full USPTO retrosynthesis dataset with 1.9M reactions from patents (1976-2016). (1) Given the product [NH2:34][C:32]1[S:33][C:29]([C:28]#[C:27][C:3]2[CH:4]=[C:5]([CH:6]=[CH:7][C:2]=2[CH3:1])[C:8]([NH:9][C:10]2[CH:15]=[C:14]([C:16]([F:18])([F:17])[F:19])[CH:13]=[C:12]([N:20]3[CH:24]=[C:23]([CH3:25])[N:22]=[CH:21]3)[CH:11]=2)=[O:26])=[CH:30][N:31]=1, predict the reactants needed to synthesize it. The reactants are: [CH3:1][C:2]1[CH:7]=[CH:6][C:5]([C:8](=[O:26])[NH:9][C:10]2[CH:15]=[C:14]([C:16]([F:19])([F:18])[F:17])[CH:13]=[C:12]([N:20]3[CH:24]=[C:23]([CH3:25])[N:22]=[CH:21]3)[CH:11]=2)=[CH:4][C:3]=1[C:27]#[C:28][C:29]1[S:33][C:32]([NH:34]C(=O)OC(C)(C)C)=[N:31][CH:30]=1. (2) Given the product [F:1][C:2]1[CH:3]=[CH:4][C:5]([C:8]2[N:12]=[N:11][N:10]([CH3:13])[C:9]=2[C:14]2[N:15]=[CH:16][N:17]([C:19]3[CH:27]=[CH:26][C:22]([C:23]([NH:36][CH:37]([CH3:42])[CH3:38])=[O:25])=[CH:21][CH:20]=3)[CH:18]=2)=[CH:6][CH:7]=1, predict the reactants needed to synthesize it. The reactants are: [F:1][C:2]1[CH:7]=[CH:6][C:5]([C:8]2[N:12]=[N:11][N:10]([CH3:13])[C:9]=2[C:14]2[N:15]=[CH:16][N:17]([C:19]3[CH:27]=[CH:26][C:22]([C:23]([OH:25])=O)=[CH:21][CH:20]=3)[CH:18]=2)=[CH:4][CH:3]=1.CN(C(O[N:36]1N=N[C:38]2C=CC=[CH:42][C:37]1=2)=[N+](C)C)C.[B-](F)(F)(F)F.CCN(C(C)C)C(C)C.C(N)(C)C. (3) Given the product [S:32]1[C:28]2[CH:27]=[C:26]([NH:25][C:2]3[N:7]=[CH:6][C:5]([C:8]4[O:12][C:11]([C:13]([N:15]5[CH2:20][CH2:19][O:18][CH2:17][CH2:16]5)=[O:14])=[N:10][N:9]=4)=[C:4]([NH:21][CH:22]([CH3:24])[CH3:23])[CH:3]=3)[CH:34]=[CH:33][C:29]=2[N:30]=[CH:31]1, predict the reactants needed to synthesize it. The reactants are: Cl[C:2]1[N:7]=[CH:6][C:5]([C:8]2[O:12][C:11]([C:13]([N:15]3[CH2:20][CH2:19][O:18][CH2:17][CH2:16]3)=[O:14])=[N:10][N:9]=2)=[C:4]([NH:21][CH:22]([CH3:24])[CH3:23])[CH:3]=1.[NH2:25][C:26]1[CH:34]=[CH:33][C:29]2[N:30]=[CH:31][S:32][C:28]=2[CH:27]=1.CC1(C)C2C(=C(P(C3C=CC=CC=3)C3C=CC=CC=3)C=CC=2)OC2C(P(C3C=CC=CC=3)C3C=CC=CC=3)=CC=CC1=2.C([O-])([O-])=O.[Na+].[Na+]. (4) Given the product [F:1][C:2]1[CH:7]=[C:6]([O:8][CH3:9])[CH:5]=[CH:4][C:3]=1[CH:10]([C:21]1[CH:26]=[CH:25][CH:24]=[CH:23][C:22]=1[CH3:27])[CH2:11][C:12]([C:14]1[CH:15]=[CH:16][C:17](=[O:20])[N:18]([CH3:30])[CH:19]=1)=[O:13], predict the reactants needed to synthesize it. The reactants are: [F:1][C:2]1[CH:7]=[C:6]([O:8][CH3:9])[CH:5]=[CH:4][C:3]=1[CH:10]([C:21]1[CH:26]=[CH:25][CH:24]=[CH:23][C:22]=1[CH3:27])[CH2:11][C:12]([C:14]1[CH:15]=[CH:16][C:17](=[O:20])[NH:18][CH:19]=1)=[O:13].IC.[C:30](=O)([O-])[O-].[K+].[K+].